Task: Predict the product of the given reaction.. Dataset: Forward reaction prediction with 1.9M reactions from USPTO patents (1976-2016) (1) Given the reactants [CH2:1]([O:3][C:4]([C:6]1[NH:7][C:8]([CH3:21])=[C:9]([C:12]2[CH:17]=[CH:16][C:15]([C:18]([OH:20])=O)=[CH:14][CH:13]=2)[C:10]=1[CH3:11])=[O:5])[CH3:2].C(Cl)(=O)C(Cl)=O.[NH2:28][C:29]1[CH:36]=[CH:35][C:32]([C:33]#[N:34])=[CH:31][CH:30]=1, predict the reaction product. The product is: [CH2:1]([O:3][C:4]([C:6]1[NH:7][C:8]([CH3:21])=[C:9]([C:12]2[CH:13]=[CH:14][C:15]([C:18](=[O:20])[NH:28][C:29]3[CH:36]=[CH:35][C:32]([C:33]#[N:34])=[CH:31][CH:30]=3)=[CH:16][CH:17]=2)[C:10]=1[CH3:11])=[O:5])[CH3:2]. (2) Given the reactants [S:1]1[C:5]2[CH:6]=[CH:7][CH:8]=[CH:9][C:4]=2[C:3]([CH2:10]O)=[CH:2]1.P(Br)(Br)[Br:13], predict the reaction product. The product is: [Br:13][CH2:10][C:3]1[C:4]2[CH:9]=[CH:8][CH:7]=[CH:6][C:5]=2[S:1][CH:2]=1. (3) Given the reactants [CH3:1][C:2]1[C:6]2[CH:7]=[CH:8][CH:9]=[CH:10][C:5]=2[O:4][C:3]=1[CH:11]([NH:20][C:21]1[CH:29]=[CH:28][C:24]([C:25](O)=[O:26])=[CH:23][CH:22]=1)[CH2:12][O:13][C:14]1[CH:19]=[CH:18][CH:17]=[CH:16][CH:15]=1.[CH3:30][NH:31][CH2:32][CH2:33][C:34]([O:36][CH2:37][CH3:38])=[O:35].O.ON1C2C=CC=CC=2N=N1.Cl, predict the reaction product. The product is: [CH3:30][N:31]([C:25]([C:24]1[CH:28]=[CH:29][C:21]([NH:20][CH:11]([C:3]2[O:4][C:5]3[CH:10]=[CH:9][CH:8]=[CH:7][C:6]=3[C:2]=2[CH3:1])[CH2:12][O:13][C:14]2[CH:19]=[CH:18][CH:17]=[CH:16][CH:15]=2)=[CH:22][CH:23]=1)=[O:26])[CH2:32][CH2:33][C:34]([O:36][CH2:37][CH3:38])=[O:35]. (4) Given the reactants CO[C:3](=[O:33])[CH2:4][O:5][C:6]1[C:15]2[C:10](=[CH:11][CH:12]=[CH:13][CH:14]=2)[C:9]([NH:16][C:17](=[O:32])[C:18]2[CH:23]=[C:22]([N:24]3[CH2:29][CH2:28][CH:27]([CH3:30])[CH2:26][CH2:25]3)[CH:21]=[C:20]([F:31])[CH:19]=2)=[CH:8][CH:7]=1.[NH2:34][NH2:35], predict the reaction product. The product is: [F:31][C:20]1[CH:19]=[C:18]([CH:23]=[C:22]([N:24]2[CH2:25][CH2:26][CH:27]([CH3:30])[CH2:28][CH2:29]2)[CH:21]=1)[C:17]([NH:16][C:9]1[C:10]2[C:15](=[CH:14][CH:13]=[CH:12][CH:11]=2)[C:6]([O:5][CH2:4][C:3]([NH:34][NH2:35])=[O:33])=[CH:7][CH:8]=1)=[O:32]. (5) Given the reactants [Cl:1][C:2]1[CH:7]=[C:6](B2OC(C)(C)C(C)(C)O2)[CH:5]=[CH:4][C:3]=1[CH:17]([OH:19])[CH3:18].Cl[C:21]1[CH:22]=[CH:23][C:24]2[N:25]([C:27]([CH2:30][NH:31][C:32]3[C:41]4[C:36](=[CH:37][C:38]([O:42][CH3:43])=[CH:39][N:40]=4)[N:35]=[CH:34][CH:33]=3)=[N:28][N:29]=2)[N:26]=1.C(=O)([O-])[O-].[Cs+].[Cs+], predict the reaction product. The product is: [Cl:1][C:2]1[CH:7]=[C:6]([C:21]2[CH:22]=[CH:23][C:24]3[N:25]([C:27]([CH2:30][NH:31][C:32]4[C:41]5[C:36](=[CH:37][C:38]([O:42][CH3:43])=[CH:39][N:40]=5)[N:35]=[CH:34][CH:33]=4)=[N:28][N:29]=3)[N:26]=2)[CH:5]=[CH:4][C:3]=1[CH:17]([OH:19])[CH3:18]. (6) Given the reactants [F:1][C:2]([F:20])([F:19])[O:3][C:4]1[CH:5]=[C:6]([N:10]2[CH:14]=[C:13]([CH2:15][C:16](O)=[O:17])[N:12]=[CH:11]2)[CH:7]=[CH:8][CH:9]=1.C[N:22](C(ON1N=NC2C=CC=NC1=2)=[N+](C)C)C.F[P-](F)(F)(F)(F)F.[NH4+].[OH-], predict the reaction product. The product is: [F:1][C:2]([F:20])([F:19])[O:3][C:4]1[CH:5]=[C:6]([N:10]2[CH:14]=[C:13]([CH2:15][C:16]([NH2:22])=[O:17])[N:12]=[CH:11]2)[CH:7]=[CH:8][CH:9]=1.